Dataset: Catalyst prediction with 721,799 reactions and 888 catalyst types from USPTO. Task: Predict which catalyst facilitates the given reaction. Reactant: [NH2:1][C:2]1[CH:7]=[C:6]([C:8]([O:10][C:11]([CH3:14])([CH3:13])[CH3:12])=[O:9])[CH:5]=[C:4](OC)[N:3]=1.N1C=CC=CC=1.[Br:23][CH2:24][CH2:25][CH2:26][C:27](Cl)=[O:28].[C:30](OCC)(=[O:32])C. Product: [Br:23][CH2:24][CH2:25][CH2:26][C:27]([NH:1][CH:2]1[CH:7]=[C:6]([C:8]([O:10][C:11]([CH3:12])([CH3:13])[CH3:14])=[O:9])[CH:5]=[CH:4][N:3]1[O:32][CH3:30])=[O:28]. The catalyst class is: 4.